The task is: Predict the reaction yield, written as a fraction of the theoretical maximum amount of product (1.0 means a 100% yield; for example, 0.34 means a 34% yield).. This data is from Reaction yield outcomes from USPTO patents with 853,638 reactions. (1) The reactants are C([O:8][C:9]1[CH:14]=[CH:13][C:12]([C:15]2[O:19][C:18]([CH3:21])([CH3:20])[C:17](=[O:22])[C:16]=2[C:23]2[CH:28]=[CH:27][N:26]=[CH:25][CH:24]=2)=[CH:11][CH:10]=1)C1C=CC=CC=1. The catalyst is CO. The product is [OH:8][C:9]1[CH:10]=[CH:11][C:12]([C:15]2[O:19][C:18]([CH3:20])([CH3:21])[C:17](=[O:22])[C:16]=2[C:23]2[CH:28]=[CH:27][N:26]=[CH:25][CH:24]=2)=[CH:13][CH:14]=1. The yield is 0.600. (2) The reactants are [Cl:1][C:2]1[N:7]=[C:6](Cl)[CH:5]=[CH:4][N:3]=1.[NH2:9][C:10]1[C:11]([F:18])=[C:12]([CH2:16][OH:17])[CH:13]=[CH:14][CH:15]=1.C(N(CC)CC)C. The catalyst is CC(O)C. The product is [Cl:1][C:2]1[N:7]=[C:6]([NH:9][C:10]2[C:11]([F:18])=[C:12]([CH2:16][OH:17])[CH:13]=[CH:14][CH:15]=2)[CH:5]=[CH:4][N:3]=1. The yield is 0.403. (3) The product is [CH2:8]([O:10][C:11](=[O:16])[CH2:12][CH2:13][CH2:14][S:25][C:23]1[NH:24][C:20]2[CH:19]=[C:18]([CH3:17])[C:27]([CH3:28])=[CH:26][C:21]=2[N:22]=1)[CH3:9]. The catalyst is O. The reactants are C(N(CC)CC)C.[CH2:8]([O:10][C:11](=[O:16])[CH2:12][CH2:13][CH2:14]Br)[CH3:9].[CH3:17][C:18]1[C:27]([CH3:28])=[CH:26][C:21]2[N:22]=[C:23]([SH:25])[NH:24][C:20]=2[CH:19]=1. The yield is 0.920. (4) The reactants are [Br:1][CH2:2][C:3]([C:5]1[CH:10]=[CH:9][C:8]([F:11])=[CH:7][CH:6]=1)=[O:4].[NH2:12][C:13]1[O:14][CH:15]=[CH:16][N:17]=1. The catalyst is O1CCCC1.C(#N)C. The product is [BrH:1].[F:11][C:8]1[CH:9]=[CH:10][C:5]([C:3](=[O:4])[CH2:2][N:17]2[CH:16]=[CH:15][O:14][C:13]2=[NH:12])=[CH:6][CH:7]=1. The yield is 0.770. (5) The catalyst is C(O)C.[OH-].[Na+]. The product is [Br:21][C:10]1[CH:11]=[C:12]2[C:7](=[CH:8][CH:9]=1)[NH:6][C:5](=[O:22])[C:4]([C:1](=[O:3])[CH:2]=[CH:29][C:28]1[CH:31]=[CH:32][CH:33]=[C:26]([N+:23]([O-:25])=[O:24])[CH:27]=1)=[C:13]2[C:14]1[CH:19]=[CH:18][CH:17]=[CH:16][C:15]=1[F:20]. The yield is 0.420. The reactants are [C:1]([C:4]1[C:5](=[O:22])[NH:6][C:7]2[C:12]([C:13]=1[C:14]1[CH:19]=[CH:18][CH:17]=[CH:16][C:15]=1[F:20])=[CH:11][C:10]([Br:21])=[CH:9][CH:8]=2)(=[O:3])[CH3:2].[N+:23]([C:26]1[CH:27]=[C:28]([CH:31]=[CH:32][CH:33]=1)[CH:29]=O)([O-:25])=[O:24].Cl. (6) The reactants are [CH3:1][C:2](=[CH:4][CH2:5][CH2:6]/[C:7](=[CH:9]/[CH2:10][OH:11])/[CH3:8])[CH3:3].[C:12]1(=[O:18])OC(=O)C[CH2:13]1.N1C=CC=CC=1.[Cl:25]CCl. The catalyst is CN(C1C=CN=CC=1)C. The product is [Cl:25][CH2:13][C:12]([O:11][CH2:10]/[CH:9]=[C:7](\[CH3:8])/[CH2:6][CH2:5][CH:4]=[C:2]([CH3:1])[CH3:3])=[O:18]. The yield is 0.990. (7) The reactants are [NH:1]1[CH2:6][CH2:5][CH:4]([OH:7])[CH2:3][CH2:2]1.Cl[C:9]1[N:14]=[CH:13][C:12]([CH2:15][CH2:16][CH3:17])=[CH:11][N:10]=1.C(=O)([O-])[O-].[K+].[K+]. The catalyst is CN(C=O)C.CCOC(C)=O. The product is [CH2:15]([C:12]1[CH:11]=[N:10][C:9]([N:1]2[CH2:6][CH2:5][CH:4]([OH:7])[CH2:3][CH2:2]2)=[N:14][CH:13]=1)[CH2:16][CH3:17]. The yield is 0.724. (8) The reactants are [CH3:1][S:2][C:3]1[CH:8]=[CH:7][CH:6]=[CH:5][C:4]=1[C:9]1[CH:14]=[CH:13][C:12]([N:15]2[C:23](=[O:24])[C:22]3[NH:21][C:20](C4C=CC(I)=CC=4)=[N:19][C:18]=3[N:17]([CH2:32][CH2:33][CH3:34])[C:16]2=[O:35])=[CH:11][CH:10]=1.B(O)O.CC[N:41]([CH2:44][CH3:45])CC. The catalyst is CC([O-])=O.CC([O-])=O.[Cu+2].C(Cl)Cl. The product is [CH3:1][S:2][C:3]1[CH:8]=[CH:7][CH:6]=[CH:5][C:4]=1[C:9]1[CH:14]=[CH:13][C:12]([N:15]2[C:23](=[O:24])[C:22]3[N:21]([C:4]4[CH:5]=[C:45]([CH:7]=[CH:8][CH:3]=4)[C:44]#[N:41])[CH:20]=[N:19][C:18]=3[N:17]([CH2:32][CH2:33][CH3:34])[C:16]2=[O:35])=[CH:11][CH:10]=1. The yield is 0.440.